Task: Predict the product of the given reaction.. Dataset: Forward reaction prediction with 1.9M reactions from USPTO patents (1976-2016) (1) Given the reactants [C:1]([C@@H:9]1[CH2:14][C@H:13]([O:15][Si:16]([C:19]([CH3:22])([CH3:21])[CH3:20])([CH3:18])[CH3:17])[CH2:12][C@H:11]([OH:23])[C@H:10]1[CH2:24][C:25](=[O:32])[C:26]1[CH:31]=[CH:30][CH:29]=[CH:28][CH:27]=1)(=[O:8])[C:2]1[CH:7]=[CH:6][CH:5]=[CH:4][CH:3]=1.C(N(CC)CC)C.[CH3:40][S:41](Cl)(=[O:43])=[O:42], predict the reaction product. The product is: [C:1]([C@@H:9]1[CH2:14][C@H:13]([O:15][Si:16]([C:19]([CH3:20])([CH3:22])[CH3:21])([CH3:17])[CH3:18])[CH2:12][C@H:11]([O:23][S:41]([CH3:40])(=[O:43])=[O:42])[C@H:10]1[CH2:24][C:25](=[O:32])[C:26]1[CH:27]=[CH:28][CH:29]=[CH:30][CH:31]=1)(=[O:8])[C:2]1[CH:7]=[CH:6][CH:5]=[CH:4][CH:3]=1. (2) The product is: [C:7]([C:11]1[CH:12]=[CH:13][C:14]([S:17]([NH:20][CH2:21][C:22]2[CH:23]=[CH:24][C:25]([C:26]([NH:38][C:33]3[CH:34]=[N:35][CH:36]=[CH:37][C:32]=3[Cl:31])=[O:27])=[CH:29][CH:30]=2)(=[O:19])=[O:18])=[CH:15][CH:16]=1)([CH3:10])([CH3:9])[CH3:8]. Given the reactants C(Cl)(=O)C(Cl)=O.[C:7]([C:11]1[CH:16]=[CH:15][C:14]([S:17]([NH:20][CH2:21][C:22]2[CH:30]=[CH:29][C:25]([C:26](O)=[O:27])=[CH:24][CH:23]=2)(=[O:19])=[O:18])=[CH:13][CH:12]=1)([CH3:10])([CH3:9])[CH3:8].[Cl:31][C:32]1[CH:37]=[CH:36][N:35]=[CH:34][C:33]=1[NH2:38], predict the reaction product. (3) The product is: [N+:34]([C:32]1[CH:33]=[C:21]([CH:22]=[C:23]([O:24][C:25]2[CH:26]=[N:27][CH:28]=[N:29][CH:30]=2)[CH:31]=1)[C:37]#[N:38])([O-:36])=[O:35]. Given the reactants C1(P(C2C=CC=CC=2)C2C=CC=CC=2)C=CC=CC=1.I[C:21]1[CH:22]=[C:23]([CH:31]=[C:32]([N+:34]([O-:36])=[O:35])[CH:33]=1)[O:24][C:25]1[CH:26]=[N:27][CH:28]=[N:29][CH:30]=1.[CH3:37][N:38](C=O)C, predict the reaction product. (4) The product is: [CH2:1]([C@@:3]1([C:28]([N:33]2[CH2:34][CH2:35][O:36][CH2:37][C@H:32]2[CH3:31])=[O:29])[CH2:8][CH2:7][C:6]2[C:9]3[C:14]([NH:15][C:16]4[CH:17]=[C:18]5[C:22](=[CH:23][C:24]=4[O:25][CH3:26])[NH:21][N:20]=[CH:19]5)=[N:13][CH:12]=[N:11][C:10]=3[S:27][C:5]=2[CH2:4]1)[CH3:2]. Given the reactants [CH2:1]([C@@:3]1([C:28](Cl)=[O:29])[CH2:8][CH2:7][C:6]2[C:9]3[C:14]([NH:15][C:16]4[CH:17]=[C:18]5[C:22](=[CH:23][C:24]=4[O:25][CH3:26])[NH:21][N:20]=[CH:19]5)=[N:13][CH:12]=[N:11][C:10]=3[S:27][C:5]=2[CH2:4]1)[CH3:2].[CH3:31][C@@H:32]1[CH2:37][O:36][CH2:35][CH2:34][NH:33]1, predict the reaction product.